Dataset: Forward reaction prediction with 1.9M reactions from USPTO patents (1976-2016). Task: Predict the product of the given reaction. Given the reactants [C:1]([C:3]([C:6]1[CH:7]=[C:8]([CH:11]=[C:12]([C:14]([CH3:18])([C:16]#[N:17])[CH3:15])[CH:13]=1)[CH2:9][Br:10])([CH3:5])[CH3:4])#[N:2].[NH2:19][N:20]1[CH:24]=[N:23][N:22]=[CH:21]1, predict the reaction product. The product is: [Br-:10].[NH2:19][N:20]1[CH:24]=[N+:23]([CH2:9][C:8]2[CH:11]=[C:12]([C:14]([CH3:18])([CH3:15])[C:16]#[N:17])[CH:13]=[C:6]([C:3]([CH3:5])([CH3:4])[C:1]#[N:2])[CH:7]=2)[N:22]=[CH:21]1.